This data is from Catalyst prediction with 721,799 reactions and 888 catalyst types from USPTO. The task is: Predict which catalyst facilitates the given reaction. (1) Reactant: CS(O[CH2:6][CH2:7][CH2:8][C:9]1[CH:14]=[CH:13][C:12]([Br:15])=[CH:11][CH:10]=1)(=O)=O.[CH3:16][O:17][CH2:18][CH2:19][CH2:20][NH2:21].C(=O)([O-])[O-].[K+].[K+]. Product: [Br:15][C:12]1[CH:13]=[CH:14][C:9]([CH2:8][CH2:7][CH2:6][NH:21][CH2:20][CH2:19][CH2:18][O:17][CH3:16])=[CH:10][CH:11]=1. The catalyst class is: 10. (2) Reactant: [C:1]1([N:7]2[C:11]3([CH2:16][CH2:15][NH:14][CH2:13][CH2:12]3)[C:10](=[O:17])[NH:9][CH2:8]2)[CH:6]=[CH:5][CH:4]=[CH:3][CH:2]=1.[C:18](O[C:18]([O:20][C:21]([CH3:24])([CH3:23])[CH3:22])=[O:19])([O:20][C:21]([CH3:24])([CH3:23])[CH3:22])=[O:19].C(N(C(C)C)CC)(C)C. Product: [C:21]([O:20][C:18]([N:14]1[CH2:13][CH2:12][C:11]2([N:7]([C:1]3[CH:2]=[CH:3][CH:4]=[CH:5][CH:6]=3)[CH2:8][NH:9][C:10]2=[O:17])[CH2:16][CH2:15]1)=[O:19])([CH3:24])([CH3:23])[CH3:22]. The catalyst class is: 98. (3) Reactant: [F:1][C:2]([F:24])([F:23])[C:3]1[CH:4]=[C:5]([C:13]2[S:14][CH:15]=[C:16]([CH2:18][C:19]([O:21]C)=[O:20])[N:17]=2)[CH:6]=[C:7]([C:9]([F:12])([F:11])[F:10])[CH:8]=1.O[Li].O. Product: [F:12][C:9]([F:10])([F:11])[C:7]1[CH:6]=[C:5]([C:13]2[S:14][CH:15]=[C:16]([CH2:18][C:19]([OH:21])=[O:20])[N:17]=2)[CH:4]=[C:3]([C:2]([F:1])([F:24])[F:23])[CH:8]=1. The catalyst class is: 87. (4) The catalyst class is: 22. Product: [NH2:18][C:6]1[C:7]([Cl:17])=[C:8]([CH2:15][N:20]2[CH2:23][CH:22]([NH:24][C:25]([O:26][C:27]([CH3:30])([CH3:29])[CH3:28])=[O:31])[CH2:21]2)[C:9]([C:11]([F:12])([F:13])[F:14])=[CH:10][C:5]=1[C:4]([OH:3])=[O:19]. Reactant: C([O:3][C:4](=[O:19])[C:5]1[CH:10]=[C:9]([C:11]([F:14])([F:13])[F:12])[C:8]([CH:15]=O)=[C:7]([Cl:17])[C:6]=1[NH2:18])C.[NH:20]1[CH2:23][CH:22]([NH:24][C:25](=[O:31])[O:26][C:27]([CH3:30])([CH3:29])[CH3:28])[CH2:21]1. (5) Reactant: Cl.CN[O:4][CH3:5].[CH3:6][N:7]1CCOCC1.Cl.CN(C)CCCN=C=NCC.[C:25]([O:29][C:30]([NH:32][CH2:33][CH2:34][CH2:35][C:36]([OH:38])=O)=[O:31])([CH3:28])([CH3:27])[CH3:26]. Product: [CH3:28][C:25]([O:29][C:30](=[O:31])[NH:32][CH2:33][CH2:34][CH2:35][C:36]([NH:7][CH2:6][O:4][CH3:5])=[O:38])([CH3:26])[CH3:27]. The catalyst class is: 119.